Dataset: Full USPTO retrosynthesis dataset with 1.9M reactions from patents (1976-2016). Task: Predict the reactants needed to synthesize the given product. (1) Given the product [O:24]1[CH2:13][CH2:14][O:15][CH:16]1[C:17]1[CH:18]=[C:19]([NH:23][C:31](=[O:32])[C:30]2[CH:34]=[C:26]([CH3:25])[CH:27]=[N:28][CH:29]=2)[CH:20]=[CH:21][CH:22]=1, predict the reactants needed to synthesize it. The reactants are: CCN=C=NCCCN(C)C.Cl.[CH2:13]1[O:24][CH:16]([C:17]2[CH:22]=[CH:21][CH:20]=[C:19]([NH2:23])[CH:18]=2)[O:15][CH2:14]1.[CH3:25][C:26]1[CH:27]=[N:28][CH:29]=[C:30]([CH:34]=1)[C:31](O)=[O:32].C1C=CC2N(O)N=NC=2C=1.CCN(C(C)C)C(C)C. (2) The reactants are: Cl.Cl[C:3]1[CH:8]=[CH:7][N:6]=[CH:5][C:4]=1[C:9]([F:12])([F:11])[F:10].[H-].[Na+].[CH3:15][CH:16]([OH:18])[CH3:17].O. Given the product [CH:16]([O:18][C:3]1[CH:8]=[CH:7][N:6]=[CH:5][C:4]=1[C:9]([F:12])([F:11])[F:10])([CH3:17])[CH3:15], predict the reactants needed to synthesize it. (3) Given the product [CH3:17][CH2:16][C:15]([N:18]([C:19]1([CH2:25][O:26][CH3:27])[CH2:20][CH2:21][N:22]([CH2:7][CH2:6][C:5]2[S:1][CH:8]=[CH:12][CH:13]=2)[CH2:23][CH2:24]1)[C:28]1[CH:29]=[CH:30][CH:31]=[CH:32][CH:33]=1)=[O:14], predict the reactants needed to synthesize it. The reactants are: [S:1]([C:5]1[CH:13]=[CH:12][C:8]([N+]([O-])=O)=[CH:7][CH:6]=1)(O)(=O)=O.[O:14]=[C:15]([N:18]([C:28]1[CH:33]=[CH:32][CH:31]=[CH:30][CH:29]=1)[C:19]1([CH2:25][O:26][CH3:27])[CH2:24][CH2:23][NH:22][CH2:21][CH2:20]1)[CH2:16][CH3:17].COC(C)(C)C. (4) Given the product [CH3:1][C:2]1[CH:10]=[C:6]([C:7]([NH:59][C:55]2[CH:54]=[C:53]([CH:58]=[CH:57][CH:56]=2)[CH2:52][N:49]2[CH2:50][CH2:51][CH:46]([C:44]([OH:43])=[O:45])[CH2:48]2)=[O:8])[CH:5]=[N:4][CH:3]=1, predict the reactants needed to synthesize it. The reactants are: [CH3:1][C:2]1[CH:3]=[N:4][CH:5]=[C:6]([CH:10]=1)[C:7](Cl)=[O:8].ClC1C=CC(C(NC2C=CC=C(C3OCCO3)C=2)=O)=CC=1.N1CCC(C(OC)=O)C1.C([O:43][C:44]([CH:46]1[CH2:51][CH2:50][N:49]([CH2:52][C:53]2[CH:58]=[CH:57][CH:56]=[C:55]([NH:59]C(=O)C3C=CC(Cl)=CC=3)[CH:54]=2)[CH2:48]C1)=[O:45])C. (5) The reactants are: [CH3:1][O:2][C:3]1[CH:8]=[CH:7][C:6]([C:9]([CH3:16])([CH3:15])[CH2:10][CH2:11][C:12]([OH:14])=O)=[CH:5][C:4]=1[CH3:17]. Given the product [CH3:1][O:2][C:3]1[CH:8]=[C:7]2[C:6]([C:9]([CH3:16])([CH3:15])[CH2:10][CH2:11][C:12]2=[O:14])=[CH:5][C:4]=1[CH3:17], predict the reactants needed to synthesize it. (6) Given the product [ClH:1].[NH2:16][CH2:17][C@H:18]1[CH2:23][CH2:22][C@H:21]([C:24]([NH:26][C@H:27]([C:57](=[O:70])[NH:58][C:59]2[CH:60]=[CH:61][C:62]([C:65]3[N:66]=[N:67][NH:68][N:69]=3)=[CH:63][CH:64]=2)[CH2:28][C:29]2[CH:34]=[CH:33][C:32]([C:35]3[CH:40]=[CH:39][CH:38]=[C:37]([C:41]([NH:43][C@@H:44]4[CH2:48][CH2:47][NH:46][CH2:45]4)=[O:42])[C:36]=3[F:56])=[CH:31][CH:30]=2)=[O:25])[CH2:20][CH2:19]1, predict the reactants needed to synthesize it. The reactants are: [ClH:1].FC(F)(F)C(O)=O.C(OC([NH:16][CH2:17][C@H:18]1[CH2:23][CH2:22][C@H:21]([C:24]([NH:26][C@H:27]([C:57](=[O:70])[NH:58][C:59]2[CH:64]=[CH:63][C:62]([C:65]3[N:66]=[N:67][NH:68][N:69]=3)=[CH:61][CH:60]=2)[CH2:28][C:29]2[CH:34]=[CH:33][C:32]([C:35]3[CH:40]=[CH:39][CH:38]=[C:37]([C:41]([NH:43][C@@H:44]4[CH2:48][CH2:47][N:46](C(OC(C)(C)C)=O)[CH2:45]4)=[O:42])[C:36]=3[F:56])=[CH:31][CH:30]=2)=[O:25])[CH2:20][CH2:19]1)=O)(C)(C)C. (7) Given the product [CH3:11][C@H:12]1[CH2:16][CH2:15][CH2:14][N:13]1[C:2]1[CH:7]=[CH:6][CH:5]=[C:4]([N+:8]([O-:10])=[O:9])[CH:3]=1, predict the reactants needed to synthesize it. The reactants are: Br[C:2]1[CH:7]=[CH:6][CH:5]=[C:4]([N+:8]([O-:10])=[O:9])[CH:3]=1.[CH3:11][C@H:12]1[CH2:16][CH2:15][CH2:14][NH:13]1.CC(C1C=C(C(C)C)C(C2C=CC=CC=2P(C2CCCCC2)C2CCCCC2)=C(C(C)C)C=1)C.C(=O)([O-])[O-].[Na+].[Na+].